From a dataset of Forward reaction prediction with 1.9M reactions from USPTO patents (1976-2016). Predict the product of the given reaction. (1) Given the reactants [CH3:1][N:2]1[C:6]([C:7]2[CH:17]=[CH:16][C:10]3[O:11][CH2:12][C:13](=[O:15])[NH:14][C:9]=3[CH:8]=2)=[CH:5][C:4]([C:18]([F:21])([F:20])[F:19])=[N:3]1.C1C(=O)N([Br:29])C(=O)C1, predict the reaction product. The product is: [Br:29][C:5]1[C:4]([C:18]([F:21])([F:19])[F:20])=[N:3][N:2]([CH3:1])[C:6]=1[C:7]1[CH:17]=[CH:16][C:10]2[O:11][CH2:12][C:13](=[O:15])[NH:14][C:9]=2[CH:8]=1. (2) Given the reactants [C:1]1([S:7]([CH2:10][C:11]2[C:16]([C:17]([OH:19])=[O:18])=[C:15]([NH:20][CH2:21][CH2:22][NH:23]C(OC(C)(C)C)=O)[C:14]([C:31]3[CH:35]=[CH:34][O:33][CH:32]=3)=[CH:13][CH:12]=2)(=[O:9])=[O:8])[CH:6]=[CH:5][CH:4]=[CH:3][CH:2]=1.FC(F)(F)C(O)=O.C(Cl)[Cl:44], predict the reaction product. The product is: [ClH:44].[NH2:23][CH2:22][CH2:21][NH:20][C:15]1[C:14]([C:31]2[CH:35]=[CH:34][O:33][CH:32]=2)=[CH:13][CH:12]=[C:11]([CH2:10][S:7]([C:1]2[CH:6]=[CH:5][CH:4]=[CH:3][CH:2]=2)(=[O:9])=[O:8])[C:16]=1[C:17]([OH:19])=[O:18].